Dataset: Peptide-MHC class I binding affinity with 185,985 pairs from IEDB/IMGT. Task: Regression. Given a peptide amino acid sequence and an MHC pseudo amino acid sequence, predict their binding affinity value. This is MHC class I binding data. (1) The MHC is HLA-A68:02 with pseudo-sequence HLA-A68:02. The peptide sequence is AEFEYTIL. The binding affinity (normalized) is 0.0369. (2) The peptide sequence is VWDVKDSSL. The MHC is HLA-A24:02 with pseudo-sequence HLA-A24:02. The binding affinity (normalized) is 0. (3) The peptide sequence is KRSRPSGDL. The MHC is Mamu-B08 with pseudo-sequence Mamu-B08. The binding affinity (normalized) is 0.372. (4) The peptide sequence is YTFWRLDLV. The MHC is HLA-A02:01 with pseudo-sequence HLA-A02:01. The binding affinity (normalized) is 0.686. (5) The peptide sequence is KSAQCFKMFY. The MHC is HLA-A29:02 with pseudo-sequence HLA-A29:02. The binding affinity (normalized) is 0.601. (6) The peptide sequence is FPVRPQVPL. The MHC is HLA-A24:02 with pseudo-sequence HLA-A24:02. The binding affinity (normalized) is 0. (7) The peptide sequence is CCYSSVNDRL. The MHC is H-2-Db with pseudo-sequence H-2-Db. The binding affinity (normalized) is 0.0384. (8) The peptide sequence is LAMSTTISV. The MHC is HLA-A02:03 with pseudo-sequence HLA-A02:03. The binding affinity (normalized) is 0.851. (9) The peptide sequence is HYRPYHYYH. The MHC is HLA-A31:01 with pseudo-sequence HLA-A31:01. The binding affinity (normalized) is 0.879. (10) The peptide sequence is SQDEVLFLV. The MHC is HLA-A02:06 with pseudo-sequence HLA-A02:06. The binding affinity (normalized) is 1.00.